From a dataset of Forward reaction prediction with 1.9M reactions from USPTO patents (1976-2016). Predict the product of the given reaction. (1) Given the reactants [I:1][C:2]1[CH:7]=[CH:6][N:5]=[C:4]2[N:8]([C:15]3[CH:22]=[CH:21][C:18]([C:19]#[N:20])=[CH:17][C:16]=3[N+:23]([O-])=O)[N:9]=[C:10]([C:11]([F:14])([F:13])[F:12])[C:3]=12.CO.O.[Cl-].[NH4+], predict the reaction product. The product is: [NH2:23][C:16]1[CH:17]=[C:18]([CH:21]=[CH:22][C:15]=1[N:8]1[C:4]2=[N:5][CH:6]=[CH:7][C:2]([I:1])=[C:3]2[C:10]([C:11]([F:14])([F:13])[F:12])=[N:9]1)[C:19]#[N:20]. (2) Given the reactants Cl.[Br:2][C:3]1[CH:4]=[C:5]([NH:11][C:12]2[CH:21]=[CH:20][C:19]3[CH2:18][NH:17][CH2:16][CH2:15][C:14]=3[N:13]=2)[C:6](=[O:10])[N:7]([CH3:9])[CH:8]=1.[O:22]1[CH2:25][C:24](=O)[CH2:23]1.[BH3-]C#N.[Na+].O, predict the reaction product. The product is: [Br:2][C:3]1[CH:4]=[C:5]([NH:11][C:12]2[CH:21]=[CH:20][C:19]3[CH2:18][N:17]([CH:24]4[CH2:25][O:22][CH2:23]4)[CH2:16][CH2:15][C:14]=3[N:13]=2)[C:6](=[O:10])[N:7]([CH3:9])[CH:8]=1. (3) Given the reactants [N:1]1[O:5][N:4]=[C:3]2[CH:6]=[C:7](B(O)O)[CH:8]=[CH:9][C:2]=12.Br[C:14]1[CH:19]=[CH:18][C:17]([O:20][CH2:21][CH2:22][F:23])=[CH:16][CH:15]=1, predict the reaction product. The product is: [F:23][CH2:22][CH2:21][O:20][C:17]1[CH:18]=[CH:19][C:14]([C:7]2[CH:8]=[CH:9][C:2]3[C:3]([CH:6]=2)=[N:4][O:5][N:1]=3)=[CH:15][CH:16]=1. (4) Given the reactants [CH2:1]([NH:3][CH2:4][CH2:5][C:6]1[CH:10]=[CH:9][N:8]([C:11]2[CH:16]=[CH:15][C:14]([F:17])=[CH:13][N:12]=2)[N:7]=1)[CH3:2].[CH3:18][C:19]1[CH:20]=[CH:21][C:22]([C:28]2[N:33]=[CH:32][CH:31]=[CH:30][N:29]=2)=[C:23]([CH:27]=1)[C:24](O)=[O:25], predict the reaction product. The product is: [CH2:1]([N:3]([CH2:4][CH2:5][C:6]1[CH:10]=[CH:9][N:8]([C:11]2[CH:16]=[CH:15][C:14]([F:17])=[CH:13][N:12]=2)[N:7]=1)[C:24](=[O:25])[C:23]1[CH:27]=[C:19]([CH3:18])[CH:20]=[CH:21][C:22]=1[C:28]1[N:33]=[CH:32][CH:31]=[CH:30][N:29]=1)[CH3:2]. (5) Given the reactants [NH2:1][C:2]1[CH:3]=[C:4]([CH:9]=[CH:10][C:11]=1[F:12])[C:5]([O:7][CH3:8])=[O:6].[C:13]([O-:16])(O)=[O:14].[Na+].[CH2:18]1[CH2:22]OC[CH2:19]1, predict the reaction product. The product is: [F:12][C:11]1[CH:10]=[CH:9][C:4]([C:5]([O:7][CH3:8])=[O:6])=[CH:3][C:2]=1[NH:1][C:13]([O:16][CH2:22][CH:18]=[CH2:19])=[O:14]. (6) Given the reactants [CH3:1][C@@H:2]1[CH2:31][NH:30][C@H:5]2[C@@H:6]([CH3:29])[C@:7]3([C:25]([CH3:26])=[C:24]4[C@H:11]([C@H:12]5[C@H:21]([C:22]4=[O:23])[C@:20]4([CH3:27])[C:15]([CH2:16][C@@H:17]([OH:28])[CH2:18][CH2:19]4)=[CH:14][CH2:13]5)[CH2:10][CH2:9]3)[O:8][C@@H:4]2[CH2:3]1.[ClH:32], predict the reaction product. The product is: [CH3:1][C@@H:2]1[CH2:31][NH:30][C@H:5]2[C@@H:6]([CH3:29])[C@:7]3([C:25]([CH3:26])=[C:24]4[C@H:11]([C@H:12]5[C@H:21]([C:22]4=[O:23])[C@:20]4([CH3:27])[C:15]([CH2:16][C@@H:17]([OH:28])[CH2:18][CH2:19]4)=[CH:14][CH2:13]5)[CH2:10][CH2:9]3)[O:8][C@@H:4]2[CH2:3]1.[ClH:32]. (7) The product is: [CH2:1]([O:3][C:4]1[CH:13]=[C:12]2[C:7]([CH:8]=[CH:9][CH:10]=[C:11]2[NH2:14])=[CH:6][CH:5]=1)[CH3:2]. Given the reactants [CH2:1]([O:3][C:4]1[CH:13]=[C:12]2[C:7]([CH:8]=[CH:9][CH:10]=[C:11]2[NH:14]C(=O)OC(C)(C)C)=[CH:6][CH:5]=1)[CH3:2].Cl, predict the reaction product. (8) The product is: [NH2:11][C:10]1[C:3]2[C:2](=[CH:7][CH:6]=[C:5]([O:8][CH3:9])[N:4]=2)[N:1]=[C:13]([CH3:20])[C:14]=1[C:15]([O:17][CH2:18][CH3:19])=[O:16]. Given the reactants [NH2:1][C:2]1[C:3]([C:10]#[N:11])=[N:4][C:5]([O:8][CH3:9])=[CH:6][CH:7]=1.O=[C:13]([CH3:20])[CH2:14][C:15]([O:17][CH2:18][CH3:19])=[O:16], predict the reaction product. (9) The product is: [F:19][C:2]([F:1])([F:18])[C:3]([C:5]1[CH:10]=[CH:9][CH:8]=[C:7]([CH:11]2[CH2:16][CH2:15][N:14]([CH2:27][CH2:28][CH3:29])[CH2:13][CH2:12]2)[C:6]=1[F:17])=[O:4]. Given the reactants [F:1][C:2]([F:19])([F:18])[C:3]([C:5]1[CH:10]=[CH:9][CH:8]=[C:7]([CH:11]2[CH2:16][CH2:15][NH:14][CH2:13][CH2:12]2)[C:6]=1[F:17])=[O:4].C(=O)([O-])[O-].[K+].[K+].I[CH2:27][CH2:28][CH3:29].CS(OC1C=CC=C(C2CCNCC2)C=1F)(=O)=O, predict the reaction product.